Dataset: Full USPTO retrosynthesis dataset with 1.9M reactions from patents (1976-2016). Task: Predict the reactants needed to synthesize the given product. Given the product [CH3:23][O:24][C:25](=[O:36])[C:26]1[CH:31]=[CH:30][C:29]([NH:32][C:33]([N:7]([CH:1]2[CH2:6][CH2:5][CH2:4][CH2:3][CH2:2]2)[C:8]2[N:9]([C:17]3[CH:18]=[CH:19][CH:20]=[CH:21][CH:22]=3)[N:10]=[C:11]3[C:16]=2[CH2:15][CH2:14][CH2:13][CH2:12]3)=[O:34])=[C:28]([Cl:35])[CH:27]=1, predict the reactants needed to synthesize it. The reactants are: [CH:1]1([NH:7][C:8]2[N:9]([C:17]3[CH:22]=[CH:21][CH:20]=[CH:19][CH:18]=3)[N:10]=[C:11]3[C:16]=2[CH2:15][CH2:14][CH2:13][CH2:12]3)[CH2:6][CH2:5][CH2:4][CH2:3][CH2:2]1.[CH3:23][O:24][C:25](=[O:36])[C:26]1[CH:31]=[CH:30][C:29]([N:32]=[C:33]=[O:34])=[C:28]([Cl:35])[CH:27]=1.C(N(CC)CC)C.